From a dataset of Full USPTO retrosynthesis dataset with 1.9M reactions from patents (1976-2016). Predict the reactants needed to synthesize the given product. (1) Given the product [O:1]1[C:5]2[CH:6]=[CH:7][C:8]([C:10]3([C:13]([NH:27][C:28]4[N:33]=[C:32]([C:34]5[CH:35]=[C:36]([CH:44]=[CH:45][CH:46]=5)[C:37]([OH:39])=[O:38])[C:31]([CH3:47])=[CH:30][CH:29]=4)=[O:15])[CH2:11][CH2:12]3)=[CH:9][C:4]=2[CH2:3][CH2:2]1, predict the reactants needed to synthesize it. The reactants are: [O:1]1[C:5]2[CH:6]=[CH:7][C:8]([C:10]3([C:13]([OH:15])=O)[CH2:12][CH2:11]3)=[CH:9][C:4]=2[CH2:3][CH2:2]1.S(Cl)(Cl)=O.C(N(CC)CC)C.[NH2:27][C:28]1[N:33]=[C:32]([C:34]2[CH:35]=[C:36]([CH:44]=[CH:45][CH:46]=2)[C:37]([O:39]C(C)(C)C)=[O:38])[C:31]([CH3:47])=[CH:30][CH:29]=1.FC(F)(F)C(O)=O. (2) Given the product [CH2:18]([N:7]([C:4]([CH3:5])([CH3:6])[C:3]([OH:20])=[O:2])[S:8]([C:11]1[CH:16]=[CH:15][CH:14]=[CH:13][C:12]=1[CH3:17])(=[O:10])=[O:9])[CH3:19], predict the reactants needed to synthesize it. The reactants are: C[O:2][C:3](=[O:20])[C:4]([N:7]([CH2:18][CH3:19])[S:8]([C:11]1[CH:16]=[CH:15][CH:14]=[CH:13][C:12]=1[CH3:17])(=[O:10])=[O:9])([CH3:6])[CH3:5].C1COCC1.CO.O[Li].O.